From a dataset of Reaction yield outcomes from USPTO patents with 853,638 reactions. Predict the reaction yield, written as a fraction of the theoretical maximum amount of product (1.0 means a 100% yield; for example, 0.34 means a 34% yield). (1) The reactants are [C:1](Cl)([C:14]1[CH:19]=[CH:18][CH:17]=[CH:16][CH:15]=1)([C:8]1[CH:13]=[CH:12][CH:11]=[CH:10][CH:9]=1)[C:2]1[CH:7]=[CH:6][CH:5]=[CH:4][CH:3]=1.C(N(CC)C(C)C)(C)C.[Si]([O:37][C:38]1[CH:43]=[CH:42][C:41]([C:44]2[N:48]([CH:49]3[CH2:54][CH2:53][CH2:52][CH2:51][CH2:50]3)[C:47]3[CH:55]=[CH:56][C:57]([C:59]4[NH:63][N:62]=[N:61][N:60]=4)=[CH:58][C:46]=3[N:45]=2)=[CH:40][CH:39]=1)(C(C)(C)C)(C)C.C(OCC)(=O)C. The catalyst is CN(C=O)C.O. The product is [OH:37][C:38]1[CH:39]=[CH:40][C:41]([C:44]2[N:48]([CH:49]3[CH2:54][CH2:53][CH2:52][CH2:51][CH2:50]3)[C:47]3[CH:55]=[CH:56][C:57]([C:59]4[N:60]=[N:61][N:62]([C:1]([C:14]5[CH:19]=[CH:18][CH:17]=[CH:16][CH:15]=5)([C:8]5[CH:13]=[CH:12][CH:11]=[CH:10][CH:9]=5)[C:2]5[CH:7]=[CH:6][CH:5]=[CH:4][CH:3]=5)[N:63]=4)=[CH:58][C:46]=3[N:45]=2)=[CH:42][CH:43]=1. The yield is 0.810. (2) The reactants are [OH:1][C:2]1[C:7]([CH:8]=[O:9])=[CH:6][C:5]([O:10][CH3:11])=[N:4][CH:3]=1.Cl.Cl[CH2:14][C:15]1[CH:16]=[N:17][CH:18]=[C:19]([CH:24]=1)[C:20]([O:22][CH3:23])=[O:21].C([O-])([O-])=O.[K+].[K+].O. The product is [CH:8]([C:7]1[CH:6]=[C:5]([O:10][CH3:11])[N:4]=[CH:3][C:2]=1[O:1][CH2:14][C:15]1[CH:16]=[N:17][CH:18]=[C:19]([CH:24]=1)[C:20]([O:22][CH3:23])=[O:21])=[O:9]. The catalyst is CN(C=O)C. The yield is 0.850.